The task is: Binary Classification. Given a T-cell receptor sequence (or CDR3 region) and an epitope sequence, predict whether binding occurs between them.. This data is from TCR-epitope binding with 47,182 pairs between 192 epitopes and 23,139 TCRs. (1) The epitope is KLPDDFTGCV. The TCR CDR3 sequence is CASSLLAGALYNEQFF. Result: 1 (the TCR binds to the epitope). (2) The epitope is HPKVSSEVHI. Result: 0 (the TCR does not bind to the epitope). The TCR CDR3 sequence is CASSPDGYGYTF.